This data is from Reaction yield outcomes from USPTO patents with 853,638 reactions. The task is: Predict the reaction yield, written as a fraction of the theoretical maximum amount of product (1.0 means a 100% yield; for example, 0.34 means a 34% yield). (1) The reactants are [CH3:1][O:2][C:3]1[CH:4]=[C:5]2[C:10](=[CH:11][CH:12]=1)[N:9]=[CH:8][CH:7]=[CH:6]2.C([O-])=O.[NH4+]. The product is [CH3:1][O:2][C:3]1[CH:4]=[C:5]2[C:10](=[CH:11][CH:12]=1)[NH:9][CH2:8][CH2:7][CH2:6]2. The catalyst is CO.[Pd]. The yield is 0.890. (2) The yield is 0.664. The catalyst is O. The reactants are [NH2:1][C:2]1[O:3][CH2:4][C@:5]2([C:19]3[C:14](=[N:15][CH:16]=[C:17]([C:20]#[C:21][C:22]([CH3:25])([CH3:24])[CH3:23])[CH:18]=3)[O:13][C:12]3[C:7]2=[CH:8][C:9]([OH:26])=[CH:10][CH:11]=3)[N:6]=1.C(=O)([O-])[O-].[K+].[K+].CN(C=O)C.C1C=CC(N[S:45]([C:48]([F:51])([F:50])[F:49])(=[O:47])=[O:46])=CC=1. The product is [F:49][C:48]([F:51])([F:50])[S:45]([O:26][C:9]1[CH:8]=[C:7]2[C@@:5]3([CH2:4][O:3][C:2]([NH2:1])=[N:6]3)[C:19]3[C:14](=[N:15][CH:16]=[C:17]([C:20]#[C:21][C:22]([CH3:23])([CH3:25])[CH3:24])[CH:18]=3)[O:13][C:12]2=[CH:11][CH:10]=1)(=[O:47])=[O:46].